Task: Predict the reaction yield, written as a fraction of the theoretical maximum amount of product (1.0 means a 100% yield; for example, 0.34 means a 34% yield).. Dataset: Reaction yield outcomes from USPTO patents with 853,638 reactions The reactants are FC(F)(F)C(O)=O.C([SiH](C(C)C)C(C)C)(C)C.[C:18]([NH:24][C@@H:25]([CH2:29][S:30]C(C1C=CC=CC=1)(C1C=CC=CC=1)C1C=CC=CC=1)[C:26]([OH:28])=[O:27])(=[O:23])[CH2:19][CH2:20][CH:21]=[CH2:22].CS(=O)([S:53][CH3:54])=O.C(=O)([O-])[O-].[Na+].[Na+].Cl.Br[CH2:64][C:65]#[N:66].C(N(C(C)C)C(C)C)C.[Cl-].[NH4+]. The catalyst is ClCCl.C(O)C.O.CN(C=O)C. The product is [CH3:54][S:53][S:30][CH2:29][C@H:25]([NH:24][C:18](=[O:23])[CH2:19][CH2:20][CH:21]=[CH2:22])[C:26]([O:28][CH2:64][C:65]#[N:66])=[O:27]. The yield is 0.480.